This data is from Full USPTO retrosynthesis dataset with 1.9M reactions from patents (1976-2016). The task is: Predict the reactants needed to synthesize the given product. (1) Given the product [Cl:1][C:2]1[C:7]([F:8])=[CH:6][CH:5]=[CH:4][C:3]=1[NH:9][C:10]1[N:15]2[N:16]=[CH:17][C:18]([C:19]([NH:41][S:38]([CH2:36][CH3:37])(=[O:40])=[O:39])=[O:20])=[C:14]2[N:13]=[CH:12][C:11]=1[C:22]([N:24]1[CH2:25][CH2:26][CH:27]([C:30]2[CH:35]=[CH:34][CH:33]=[CH:32][CH:31]=2)[CH2:28][CH2:29]1)=[O:23], predict the reactants needed to synthesize it. The reactants are: [Cl:1][C:2]1[C:7]([F:8])=[CH:6][CH:5]=[CH:4][C:3]=1[NH:9][C:10]1[N:15]2[N:16]=[CH:17][C:18]([C:19](O)=[O:20])=[C:14]2[N:13]=[CH:12][C:11]=1[C:22]([N:24]1[CH2:29][CH2:28][CH:27]([C:30]2[CH:35]=[CH:34][CH:33]=[CH:32][CH:31]=2)[CH2:26][CH2:25]1)=[O:23].[CH2:36]([S:38]([NH2:41])(=[O:40])=[O:39])[CH3:37]. (2) Given the product [CH3:26][O:25][C:22]1[CH:21]=[CH:20][C:19]([CH2:18][N:8]([CH2:9][C:10]2[CH:15]=[CH:14][C:13]([O:16][CH3:17])=[CH:12][CH:11]=2)[C:5]2[C:4]([Cl:27])=[C:3]([N:36]3[CH2:35][CH2:34][C:33]4([C:29](=[O:40])[NH:30][C:31](=[O:39])[CH2:32]4)[CH2:38][CH2:37]3)[C:2]([Br:1])=[CH:7][N:6]=2)=[CH:24][CH:23]=1, predict the reactants needed to synthesize it. The reactants are: [Br:1][C:2]1[C:3](Cl)=[C:4]([Cl:27])[C:5]([N:8]([CH2:18][C:19]2[CH:24]=[CH:23][C:22]([O:25][CH3:26])=[CH:21][CH:20]=2)[CH2:9][C:10]2[CH:15]=[CH:14][C:13]([O:16][CH3:17])=[CH:12][CH:11]=2)=[N:6][CH:7]=1.[C:29]1(=[O:40])[C:33]2([CH2:38][CH2:37][NH:36][CH2:35][CH2:34]2)[CH2:32][C:31](=[O:39])[NH:30]1.[F-].[K+].C(N(CC)CC)C. (3) The reactants are: C([Li])CCC.Br[C:7]1[CH:12]=[CH:11][CH:10]=[C:9](Br)[C:8]=1[O:14][CH2:15][CH2:16]Br.[S:18](=[O:20])=[O:19].[Cl:21]NC(=O)CCC(N)=O. Given the product [O:14]1[C:8]2[CH:9]=[C:10]([S:18]([Cl:21])(=[O:20])=[O:19])[CH:11]=[CH:12][C:7]=2[CH2:16][CH2:15]1, predict the reactants needed to synthesize it. (4) The reactants are: [CH:1]1([C:6]([NH:8][C:9]2[CH:10]=[C:11]3[C:15](=[CH:16][CH:17]=2)[N:14]([CH2:18][CH2:19][CH2:20][C:21]([NH:23][C:24]2[CH:25]=[C:26]([CH:30]=[CH:31][CH:32]=2)[C:27](O)=[O:28])=[O:22])[C:13]([CH2:33][O:34][C:35]2[CH:44]=[CH:43][C:42]4[C:37](=[CH:38][CH:39]=[CH:40][CH:41]=4)[CH:36]=2)=[C:12]3[C:45]([N:47]2[CH2:51][CH2:50][CH2:49][CH2:48]2)=[O:46])=[O:7])[CH2:5][CH2:4][CH2:3][CH2:2]1.CCN=C=NCCCN(C)C.[F:63][C:64]([F:70])([F:69])[S:65]([NH2:68])(=[O:67])=[O:66].C1COCC1. Given the product [CH:36]1[C:37]2[C:42](=[CH:41][CH:40]=[CH:39][CH:38]=2)[CH:43]=[CH:44][C:35]=1[O:34][CH2:33][C:13]1[N:14]([CH2:18][CH2:19][CH2:20][C:21](=[O:22])[NH:23][C:24]2[CH:32]=[CH:31][CH:30]=[C:26]([C:27]([NH:68][S:65]([C:64]([F:70])([F:69])[F:63])(=[O:67])=[O:66])=[O:28])[CH:25]=2)[C:15]2[C:11]([C:12]=1[C:45]([N:47]1[CH2:48][CH2:49][CH2:50][CH2:51]1)=[O:46])=[CH:10][C:9]([NH:8][C:6]([CH:1]1[CH2:2][CH2:3][CH2:4][CH2:5]1)=[O:7])=[CH:17][CH:16]=2, predict the reactants needed to synthesize it. (5) The reactants are: [CH3:1][C:2]1[C:7]([CH3:8])=[CH:6][CH:5]=[CH:4][C:3]=1[CH:9]([C:11]1[NH:12][CH:13]=[CH:14][N:15]=1)[CH3:10].C(=O)([O-])[O-].[Cs+].[Cs+].[CH2:22](Br)[C:23]1[CH:28]=[CH:27][CH:26]=[CH:25][CH:24]=1. Given the product [CH2:22]([N:15]1[CH:14]=[CH:13][N:12]=[C:11]1[CH:9]([C:3]1[CH:4]=[CH:5][CH:6]=[C:7]([CH3:8])[C:2]=1[CH3:1])[CH3:10])[C:23]1[CH:28]=[CH:27][CH:26]=[CH:25][CH:24]=1, predict the reactants needed to synthesize it. (6) Given the product [F:1][C:2]1[CH:7]=[CH:6][C:5]([NH:8][C:9]2[CH:14]=[CH:13][N:12]=[C:11]([NH:15][C:16]3[CH:17]=[CH:18][C:19]([S:22]([N:25]([CH3:32])[CH:26]4[CH2:31][CH2:30][N:29]([CH2:39][C:38]5[S:34][CH:35]=[N:36][CH:37]=5)[CH2:28][CH2:27]4)(=[O:23])=[O:24])=[CH:20][CH:21]=3)[N:10]=2)=[CH:4][C:3]=1[CH3:33], predict the reactants needed to synthesize it. The reactants are: [F:1][C:2]1[CH:7]=[CH:6][C:5]([NH:8][C:9]2[CH:14]=[CH:13][N:12]=[C:11]([NH:15][C:16]3[CH:21]=[CH:20][C:19]([S:22]([N:25]([CH3:32])[CH:26]4[CH2:31][CH2:30][NH:29][CH2:28][CH2:27]4)(=[O:24])=[O:23])=[CH:18][CH:17]=3)[N:10]=2)=[CH:4][C:3]=1[CH3:33].[S:34]1[C:38]([CH:39]=O)=[CH:37][N:36]=[CH:35]1. (7) Given the product [OH:22][CH:21]([CH2:23][N:34]1[CH2:33][CH2:32][N:31]([C:26]2[CH:27]=[CH:28][CH:29]=[CH:30][C:25]=2[OH:24])[CH2:36][CH2:35]1)[CH2:20][N:10]1[C:11]2[CH2:16][CH2:15][N:14]([C:17](=[O:19])[CH3:18])[CH2:13][C:12]=2[C:8]([C:5]2[CH:6]=[CH:7][C:2]([I:1])=[CH:3][CH:4]=2)=[N:9]1, predict the reactants needed to synthesize it. The reactants are: [I:1][C:2]1[CH:7]=[CH:6][C:5]([C:8]2[C:12]3[CH2:13][N:14]([C:17](=[O:19])[CH3:18])[CH2:15][CH2:16][C:11]=3[N:10]([CH2:20][CH:21]3[CH2:23][O:22]3)[N:9]=2)=[CH:4][CH:3]=1.[OH:24][C:25]1[CH:30]=[CH:29][CH:28]=[CH:27][C:26]=1[N:31]1[CH2:36][CH2:35][NH:34][CH2:33][CH2:32]1.C(S([O-])(=O)=O)(F)(F)F.C(S([O-])(=O)=O)(F)(F)F.C(S([O-])(=O)=O)(F)(F)F.[Yb+3].O.